Task: Predict which catalyst facilitates the given reaction.. Dataset: Catalyst prediction with 721,799 reactions and 888 catalyst types from USPTO (1) Reactant: [NH:1]1[CH2:7][CH2:6][CH2:5][NH:4][CH2:3][CH2:2]1.[C:8](=[O:11])([O-])[O-:9].[Cs+].[Cs+].C1(P(C2C=CC=CC=2)[C:21]2C=CC3[C:23](=CC=CC=3)[C:22]=2[C:31]2C3C(=CC=CC=3)C=CC=2P(C2C=CC=CC=2)C2C=CC=CC=2)C=CC=CC=1.FC(F)(F)S(O[C:66]1[CH:75]=[CH:74][CH:73]=[C:72]2[C:67]=1[CH:68]=[CH:69][C:70]([CH3:76])=[N:71]2)(=O)=O. Product: [C:22]([O:9][C:8]([N:1]1[CH2:7][CH2:6][CH2:5][N:4]([C:66]2[CH:75]=[CH:74][CH:73]=[C:72]3[C:67]=2[CH:68]=[CH:69][C:70]([CH3:76])=[N:71]3)[CH2:3][CH2:2]1)=[O:11])([CH3:31])([CH3:23])[CH3:21]. The catalyst class is: 164. (2) Reactant: Br[CH2:2][CH2:3][CH:4]([C:9]1[O:10][C:11]2[CH:18]=[C:17]([C:19]([F:22])([F:21])[F:20])[CH:16]=[CH:15][C:12]=2[C:13]=1[CH3:14])[CH2:5][CH2:6][CH2:7][CH3:8].C(=O)([O-])[O-].[Cs+].[Cs+].[OH:29][C:30]1[CH:35]=[CH:34][C:33]([O:36][CH2:37][C:38]([O:40][CH2:41][CH3:42])=[O:39])=[C:32]([CH3:43])[CH:31]=1. Product: [CH3:43][C:32]1[CH:31]=[C:30]([O:29][CH2:2][CH2:3][CH:4]([C:9]2[O:10][C:11]3[CH:18]=[C:17]([C:19]([F:22])([F:21])[F:20])[CH:16]=[CH:15][C:12]=3[C:13]=2[CH3:14])[CH2:5][CH2:6][CH2:7][CH3:8])[CH:35]=[CH:34][C:33]=1[O:36][CH2:37][C:38]([O:40][CH2:41][CH3:42])=[O:39]. The catalyst class is: 23. (3) Product: [CH3:26][N:27]([CH3:37])[C:28](=[O:36])[CH2:29][N:30]1[CH2:31][CH2:32][N:33]([CH2:2][C:3]2[S:7][C:6]([C:8]3[NH:9][C:10]4[C:15]([CH:16]=3)=[CH:14][CH:13]=[CH:12][C:11]=4[NH:17][S:18]([C:21]3[S:22][CH:23]=[CH:24][CH:25]=3)(=[O:20])=[O:19])=[N:5][CH:4]=2)[CH2:34][CH2:35]1. The catalyst class is: 9. Reactant: Cl[CH2:2][C:3]1[S:7][C:6]([C:8]2[NH:9][C:10]3[C:15]([CH:16]=2)=[CH:14][CH:13]=[CH:12][C:11]=3[NH:17][S:18]([C:21]2[S:22][CH:23]=[CH:24][CH:25]=2)(=[O:20])=[O:19])=[N:5][CH:4]=1.[CH3:26][N:27]([CH3:37])[C:28](=[O:36])[CH2:29][N:30]1[CH2:35][CH2:34][NH:33][CH2:32][CH2:31]1.C(N(CC)CC)C.O. (4) Reactant: [OH:1][CH2:2][C:3]1[CH:8]=[CH:7][C:6]([C:9]2[CH:10]=[C:11]3[C:15](=[C:16]([C:18]([NH2:20])=[O:19])[CH:17]=2)[NH:14][N:13]=[C:12]3[CH:21]2[CH2:26][CH2:25][NH:24][CH2:23][CH2:22]2)=[CH:5][CH:4]=1.C(N(C(C)C)CC)(C)C.[CH3:36][N:37]1[CH:41]=[C:40]([S:42](Cl)(=[O:44])=[O:43])[N:39]=[C:38]1[CH3:46]. Product: [CH3:36][N:37]1[CH:41]=[C:40]([S:42]([N:24]2[CH2:25][CH2:26][CH:21]([C:12]3[C:11]4[C:15](=[C:16]([C:18]([NH2:20])=[O:19])[CH:17]=[C:9]([C:6]5[CH:5]=[CH:4][C:3]([CH2:2][OH:1])=[CH:8][CH:7]=5)[CH:10]=4)[NH:14][N:13]=3)[CH2:22][CH2:23]2)(=[O:44])=[O:43])[N:39]=[C:38]1[CH3:46]. The catalyst class is: 142. (5) Reactant: Cl.[CH2:2]([C:4]1[N:8]([C:9]2[N:17]=[C:16]3[C:12]([N:13]=[C:14]([CH:19]4[CH2:24][CH2:23][NH:22][CH2:21][CH2:20]4)[N:15]3[CH3:18])=[C:11]([N:25]3[CH2:30][CH2:29][O:28][CH2:27][CH2:26]3)[N:10]=2)[C:7]2[CH:31]=[CH:32][CH:33]=[CH:34][C:6]=2[N:5]=1)[CH3:3].Br[CH2:36][C:37]([NH2:39])=[O:38].[I-].[Na+].C([O-])([O-])=O.[K+].[K+]. Product: [CH2:2]([C:4]1[N:8]([C:9]2[N:17]=[C:16]3[C:12]([N:13]=[C:14]([CH:19]4[CH2:20][CH2:21][N:22]([CH2:36][C:37]([NH2:39])=[O:38])[CH2:23][CH2:24]4)[N:15]3[CH3:18])=[C:11]([N:25]3[CH2:26][CH2:27][O:28][CH2:29][CH2:30]3)[N:10]=2)[C:7]2[CH:31]=[CH:32][CH:33]=[CH:34][C:6]=2[N:5]=1)[CH3:3]. The catalyst class is: 210. (6) Reactant: C(N(CC)CC)C.Cl.[NH2:9][CH2:10][C:11]1[CH:19]=[CH:18][CH:17]=[C:16]2[C:12]=1[C:13](=[O:29])[N:14]([CH:21]1[CH2:26][CH2:25][C:24](=[O:27])[NH:23][C:22]1=[O:28])[C:15]2=[O:20].[C:30](Cl)(=[O:39])[C:31]1[CH:36]=[CH:35][C:34]([O:37][CH3:38])=[CH:33][CH:32]=1. Product: [O:28]=[C:22]1[CH:21]([N:14]2[C:13](=[O:29])[C:12]3[C:16](=[CH:17][CH:18]=[CH:19][C:11]=3[CH2:10][NH:9][C:30](=[O:39])[C:31]3[CH:36]=[CH:35][C:34]([O:37][CH3:38])=[CH:33][CH:32]=3)[C:15]2=[O:20])[CH2:26][CH2:25][C:24](=[O:27])[NH:23]1. The catalyst class is: 1. (7) Reactant: [CH3:1][C:2]1[NH:3][C:4]2[C:9]([CH:10]=1)=[CH:8][CH:7]=[C:6](B1OC(C)(C)C(C)(C)O1)[CH:5]=2.Cl[C:21]1[C:30]([N:31]2[CH2:35][CH2:34][CH2:33][C@@H:32]2[CH3:36])=[N:29][C:28]2[C:23](=[CH:24][CH:25]=[C:26]([C:37]([O:39][CH3:40])=[O:38])[CH:27]=2)[N:22]=1.C(=O)([O-])[O-].[Na+].[Na+]. Product: [CH3:1][C:2]1[NH:3][C:4]2[C:9]([CH:10]=1)=[CH:8][C:7]([C:21]1[C:30]([N:31]3[CH2:35][CH2:34][CH2:33][C@@H:32]3[CH3:36])=[N:29][C:28]3[C:23](=[CH:24][CH:25]=[C:26]([C:37]([O:39][CH3:40])=[O:38])[CH:27]=3)[N:22]=1)=[CH:6][CH:5]=2. The catalyst class is: 108. (8) Reactant: C([C@@H]1COC(=O)N1[C@:14]([CH2:47][C:48]([O:50][CH3:51])=[O:49])([CH2:18][C:19]1[CH:24]=[CH:23][C:22]([O:25][CH3:26])=[CH:21][C:20]=1[CH2:27][N:28]([C:40]([O:42]C(C)(C)C)=O)[CH2:29][C:30]1[CH:35]=[CH:34][C:33]([C:36]([F:39])([F:38])[F:37])=[CH:32][CH:31]=1)C(N)=O)C1C=CC=CC=1.OO.[Li+].[OH-].S([O-])([O-])=O.[Na+].[Na+].Cl.C(N(CC)CC)C.C([O-])(O)=O.[Na+].C1(P(N=[N+]=[N-])(C2C=CC=CC=2)=O)C=CC=CC=1. Product: [CH3:26][O:25][C:22]1[CH:23]=[CH:24][C:19]2[CH2:18][C@@H:14]([CH2:47][C:48]([O:50][CH3:51])=[O:49])[C:40](=[O:42])[N:28]([CH2:29][C:30]3[CH:31]=[CH:32][C:33]([C:36]([F:37])([F:38])[F:39])=[CH:34][CH:35]=3)[CH2:27][C:20]=2[CH:21]=1. The catalyst class is: 20. (9) Reactant: [CH2:1]([O:3][C:4]([C:6]1[CH:11]=[CH:10][C:9]([C:12]2[CH:17]=[C:16]([NH2:18])[CH:15]=[CH:14][C:13]=2[Cl:19])=[CH:8][CH:7]=1)=[O:5])[CH3:2].[C:20]([N:27]1[CH2:32][CH2:31][CH2:30][CH2:29][C@@H:28]1[C:33](O)=[O:34])([O:22][C:23]([CH3:26])([CH3:25])[CH3:24])=[O:21].CN(C(ON1N=NC2C=CC=CC1=2)=[N+](C)C)C.F[P-](F)(F)(F)(F)F.CN1CCOCC1. Product: [C:23]([O:22][C:20]([N:27]1[CH2:32][CH2:31][CH2:30][CH2:29][C@@H:28]1[C:33](=[O:34])[NH:18][C:16]1[CH:17]=[C:12]([C:9]2[CH:10]=[CH:11][C:6]([C:4]([O:3][CH2:1][CH3:2])=[O:5])=[CH:7][CH:8]=2)[C:13]([Cl:19])=[CH:14][CH:15]=1)=[O:21])([CH3:26])([CH3:25])[CH3:24]. The catalyst class is: 3.